The task is: Predict the reactants needed to synthesize the given product.. This data is from Full USPTO retrosynthesis dataset with 1.9M reactions from patents (1976-2016). (1) Given the product [C:1]([O:5][C:6](=[O:26])[NH:7][C:8]1([C:20]2[CH:21]=[CH:22][CH:23]=[CH:24][CH:25]=2)[C:15](=[O:16])[N:14]2[CH:10]([S:11][CH2:12][CH:13]2[C:17]#[N:18])[CH2:9]1)([CH3:4])([CH3:2])[CH3:3], predict the reactants needed to synthesize it. The reactants are: [C:1]([O:5][C:6](=[O:26])[NH:7][C:8]1([C:20]2[CH:25]=[CH:24][CH:23]=[CH:22][CH:21]=2)[C:15](=[O:16])[N:14]2[CH:10]([S:11][CH2:12][CH:13]2[C:17](=O)[NH2:18])[CH2:9]1)([CH3:4])([CH3:3])[CH3:2].C(OC(C(F)(F)F)=O)(C(F)(F)F)=O.CCN(CC)CC. (2) Given the product [CH:1]1([CH2:7][CH2:8][CH2:9][C@@H:10]([C:19]2[O:23][N:22]=[C:21]([C:24]([N:26]3[CH2:31][CH2:30][CH2:29][CH2:28][CH2:27]3)=[O:25])[N:20]=2)[CH2:11][C:12]([OH:14])=[O:13])[CH2:2][CH2:3][CH2:4][CH2:5][CH2:6]1, predict the reactants needed to synthesize it. The reactants are: [CH:1]1([CH2:7][CH2:8][CH2:9][C@@H:10]([C:19]2[O:23][N:22]=[C:21]([C:24]([N:26]3[CH2:31][CH2:30][CH2:29][CH2:28][CH2:27]3)=[O:25])[N:20]=2)[CH2:11][C:12]([O:14]C(C)(C)C)=[O:13])[CH2:6][CH2:5][CH2:4][CH2:3][CH2:2]1.FC(F)(F)C(O)=O.